The task is: Predict the reactants needed to synthesize the given product.. This data is from Full USPTO retrosynthesis dataset with 1.9M reactions from patents (1976-2016). (1) Given the product [Cl:18][C:19]1[CH:20]=[CH:21][C:22]2[O:26][C:25]([NH:27][CH2:28][C@@H:29]3[C@H:34]([CH3:35])[CH2:33][CH2:32][CH2:31][N:30]3[C:7]([C:6]3[CH:10]=[C:2]([CH3:1])[CH:3]=[CH:4][C:5]=3[C:11]3[N:16]=[C:15]([CH3:17])[CH:14]=[CH:13][N:12]=3)=[O:9])=[N:24][C:23]=2[CH:36]=1, predict the reactants needed to synthesize it. The reactants are: [CH3:1][C:2]1[CH:3]=[CH:4][C:5]([C:11]2[N:16]=[C:15]([CH3:17])[CH:14]=[CH:13][N:12]=2)=[C:6]([CH:10]=1)[C:7]([OH:9])=O.[Cl:18][C:19]1[CH:20]=[CH:21][C:22]2[O:26][C:25]([NH:27][CH2:28][C@@H:29]3[C@H:34]([CH3:35])[CH2:33][CH2:32][CH2:31][NH:30]3)=[N:24][C:23]=2[CH:36]=1. (2) Given the product [Cl:5][C:6]1[CH:11]=[CH:10][C:9]([S:12][CH2:14][C:15]([C:17]2[CH:22]=[CH:21][C:20]([S:23][CH3:24])=[CH:19][CH:18]=2)=[O:16])=[CH:8][CH:7]=1, predict the reactants needed to synthesize it. The reactants are: [O-]CC.[Na+].[Cl:5][C:6]1[CH:11]=[CH:10][C:9]([SH:12])=[CH:8][CH:7]=1.Br[CH2:14][C:15]([C:17]1[CH:22]=[CH:21][C:20]([S:23][CH3:24])=[CH:19][CH:18]=1)=[O:16]. (3) Given the product [CH2:1]=[O:7].[C:1]1([OH:7])[CH:6]=[CH:5][CH:4]=[CH:3][CH:2]=1, predict the reactants needed to synthesize it. The reactants are: [C:1]1([OH:7])[CH:6]=[CH:5][CH:4]=[CH:3][CH:2]=1.C=O.[OH-].[K+]. (4) Given the product [Br:1][C:2]1[CH:3]=[C:4]([N:8]2[CH2:9][CH2:10][CH:11]([N:14]([CH3:21])[C:15](=[O:17])[CH3:16])[CH2:12][CH2:13]2)[CH:5]=[CH:6][CH:7]=1, predict the reactants needed to synthesize it. The reactants are: [Br:1][C:2]1[CH:3]=[C:4]([N:8]2[CH2:13][CH2:12][CH:11]([NH:14][C:15](=[O:17])[CH3:16])[CH2:10][CH2:9]2)[CH:5]=[CH:6][CH:7]=1.[H-].[Na+].I[CH3:21].